Task: Predict which catalyst facilitates the given reaction.. Dataset: Catalyst prediction with 721,799 reactions and 888 catalyst types from USPTO (1) Reactant: Cl.[NH2:2][CH2:3][C:4](=O)[CH2:5][CH2:6][C:7]([OH:9])=[O:8].C([O-])(=O)C.[Na+].[C:16]1(=O)[CH2:21][CH2:20][CH2:19][CH2:18][C:17]1=[O:22]. Product: [O:22]=[C:17]1[CH2:18][CH2:19][CH2:20][C:21]2[NH:2][CH:3]=[C:4]([CH2:5][CH2:6][C:7]([OH:9])=[O:8])[C:16]1=2. The catalyst class is: 6. (2) Reactant: [CH3:1][O:2][C:3]1[CH:8]=[C:7]([CH3:9])[NH:6][C:5](=[O:10])[C:4]=1[CH2:11][NH:12][C:13]([C:15]1[C:23]2[C:18](=[CH:19][CH:20]=[CH:21][CH:22]=2)[N:17]([CH:24]([CH:26]2[CH2:31][CH2:30][CH2:29][NH:28][CH2:27]2)[CH3:25])[C:16]=1[CH3:32])=[O:14].C(N(CC)CC)C.[CH3:40][S:41](Cl)(=[O:43])=[O:42]. Product: [CH3:1][O:2][C:3]1[CH:8]=[C:7]([CH3:9])[NH:6][C:5](=[O:10])[C:4]=1[CH2:11][NH:12][C:13]([C:15]1[C:23]2[C:18](=[CH:19][CH:20]=[CH:21][CH:22]=2)[N:17]([CH:24]([CH:26]2[CH2:31][CH2:30][CH2:29][N:28]([S:41]([CH3:40])(=[O:43])=[O:42])[CH2:27]2)[CH3:25])[C:16]=1[CH3:32])=[O:14]. The catalyst class is: 4.